From a dataset of Reaction yield outcomes from USPTO patents with 853,638 reactions. Predict the reaction yield, written as a fraction of the theoretical maximum amount of product (1.0 means a 100% yield; for example, 0.34 means a 34% yield). (1) The reactants are [CH2:1]([N:3]1[C:11]2[C:6](=[CH:7][CH:8]=[C:9]([O:12][CH3:13])[CH:10]=2)[C:5]([CH:14]=[O:15])=[CH:4]1)[CH3:2].[O-:16][Mn](=O)(=O)=O.[K+].CCOCC. The catalyst is CC(C)=O.O. The product is [CH2:1]([N:3]1[C:11]2[C:6](=[CH:7][CH:8]=[C:9]([O:12][CH3:13])[CH:10]=2)[C:5]([C:14]([OH:16])=[O:15])=[CH:4]1)[CH3:2]. The yield is 0.560. (2) The reactants are [CH3:1][O:2]/[N:3]=[C:4](/[C:15]1[CH:20]=[CH:19][CH:18]=[CH:17][CH:16]=1)\[CH2:5][O:6][C:7]1[CH:12]=[CH:11][C:10]([CH2:13][OH:14])=[CH:9][CH:8]=1.O[C:22]1[CH:27]=[CH:26][C:25]([CH2:28][CH2:29][C:30]([O:32]CC)=[O:31])=[CH:24][C:23]=1[O:35][CH3:36]. No catalyst specified. The product is [CH3:36][O:35][C:23]1[CH:24]=[C:25]([CH2:28][CH2:29][C:30]([OH:32])=[O:31])[CH:26]=[CH:27][C:22]=1[O:14][CH2:13][C:10]1[CH:11]=[CH:12][C:7]([O:6][CH2:5]/[C:4](=[N:3]\[O:2][CH3:1])/[C:15]2[CH:20]=[CH:19][CH:18]=[CH:17][CH:16]=2)=[CH:8][CH:9]=1. The yield is 0.476.